Dataset: Peptide-MHC class I binding affinity with 185,985 pairs from IEDB/IMGT. Task: Regression. Given a peptide amino acid sequence and an MHC pseudo amino acid sequence, predict their binding affinity value. This is MHC class I binding data. (1) The peptide sequence is AMLKSKNINI. The MHC is HLA-A02:01 with pseudo-sequence HLA-A02:01. The binding affinity (normalized) is 0.523. (2) The peptide sequence is FLKEQHCQK. The MHC is HLA-A68:01 with pseudo-sequence HLA-A68:01. The binding affinity (normalized) is 0.336.